From a dataset of TCR-epitope binding with 47,182 pairs between 192 epitopes and 23,139 TCRs. Binary Classification. Given a T-cell receptor sequence (or CDR3 region) and an epitope sequence, predict whether binding occurs between them. The epitope is HLVDFQVTI. The TCR CDR3 sequence is CASSPGLAGGRASYNEQFF. Result: 1 (the TCR binds to the epitope).